From a dataset of Full USPTO retrosynthesis dataset with 1.9M reactions from patents (1976-2016). Predict the reactants needed to synthesize the given product. Given the product [Cl:1][CH2:2][CH2:3][CH2:4][CH:5]([C:6]1[O:25][C:10]([C:11]2[CH:16]=[CH:15][C:14]([N:17]3[CH:21]=[N:20][C:19]([CH3:22])=[N:18]3)=[C:13]([O:23][CH3:24])[CH:12]=2)=[N:9][N:8]=1)[C:26]1[CH:31]=[CH:30][C:29]([Cl:32])=[C:28]([Cl:33])[CH:27]=1, predict the reactants needed to synthesize it. The reactants are: [Cl:1][CH2:2][CH2:3][CH2:4][CH:5]([C:26]1[CH:31]=[CH:30][C:29]([Cl:32])=[C:28]([Cl:33])[CH:27]=1)[C:6]([NH:8][NH:9][C:10](=[O:25])[C:11]1[CH:16]=[CH:15][C:14]([N:17]2[CH:21]=[N:20][C:19]([CH3:22])=[N:18]2)=[C:13]([O:23][CH3:24])[CH:12]=1)=O.P(Cl)(Cl)(Cl)=O.